This data is from Full USPTO retrosynthesis dataset with 1.9M reactions from patents (1976-2016). The task is: Predict the reactants needed to synthesize the given product. (1) The reactants are: [Cl:1][C:2]1[CH:7]=[C:6]([O:8][C:9]2[CH:14]=[CH:13][C:12]([NH2:15])=[CH:11][C:10]=2[F:16])[CH:5]=[CH:4][N:3]=1.[F:17][C:18]1[CH:23]=[CH:22][C:21]([CH2:24][C:25]([N:27]=[C:28]=[S:29])=[O:26])=[CH:20][CH:19]=1. Given the product [Cl:1][C:2]1[CH:7]=[C:6]([O:8][C:9]2[CH:14]=[CH:13][C:12]([NH:15][C:28]([NH:27][C:25](=[O:26])[CH2:24][C:21]3[CH:22]=[CH:23][C:18]([F:17])=[CH:19][CH:20]=3)=[S:29])=[CH:11][C:10]=2[F:16])[CH:5]=[CH:4][N:3]=1, predict the reactants needed to synthesize it. (2) Given the product [C:17]([O:8][C:6]1[CH2:7][CH:2]([CH3:1])[CH2:3][C:4](=[O:9])[CH:5]=1)(=[O:19])[CH3:18], predict the reactants needed to synthesize it. The reactants are: [CH3:1][CH:2]1[CH2:7][C:6](=[O:8])[CH2:5][C:4](=[O:9])[CH2:3]1.C(N(CC)CC)C.[C:17](Cl)(=[O:19])[CH3:18]. (3) Given the product [F:63][C:61]1[CH:60]=[CH:59][C:58]([C:64]([F:66])([F:65])[F:67])=[C:57]([CH:62]=1)[C:56]([N:53]1[CH2:54][CH2:55][N:50]([C:48](=[O:49])[CH2:47][NH:46][C:21]([C:19]2[N:18]=[N:17][N:16]([C:11]3[CH:12]=[CH:13][CH:14]=[CH:15][N:10]=3)[CH:20]=2)=[O:23])[CH2:51][CH2:52]1)=[O:68], predict the reactants needed to synthesize it. The reactants are: CCN(C(C)C)C(C)C.[N:10]1[CH:15]=[CH:14][CH:13]=[CH:12][C:11]=1[N:16]1[CH:20]=[C:19]([C:21]([OH:23])=O)[N:18]=[N:17]1.C1C=CC2N(O)N=NC=2C=1.CCN=C=NCCCN(C)C.Cl.[NH2:46][CH2:47][C:48]([N:50]1[CH2:55][CH2:54][N:53]([C:56](=[O:68])[C:57]2[CH:62]=[C:61]([F:63])[CH:60]=[CH:59][C:58]=2[C:64]([F:67])([F:66])[F:65])[CH2:52][CH2:51]1)=[O:49].